Dataset: NCI-60 drug combinations with 297,098 pairs across 59 cell lines. Task: Regression. Given two drug SMILES strings and cell line genomic features, predict the synergy score measuring deviation from expected non-interaction effect. (1) Drug 1: CC1CCC2CC(C(=CC=CC=CC(CC(C(=O)C(C(C(=CC(C(=O)CC(OC(=O)C3CCCCN3C(=O)C(=O)C1(O2)O)C(C)CC4CCC(C(C4)OC)OCCO)C)C)O)OC)C)C)C)OC. Drug 2: COC1=C2C(=CC3=C1OC=C3)C=CC(=O)O2. Cell line: MDA-MB-231. Synergy scores: CSS=12.6, Synergy_ZIP=1.38, Synergy_Bliss=-0.184, Synergy_Loewe=-68.8, Synergy_HSA=-2.06. (2) Drug 1: C1CC(C1)(C(=O)O)C(=O)O.[NH2-].[NH2-].[Pt+2]. Drug 2: CS(=O)(=O)CCNCC1=CC=C(O1)C2=CC3=C(C=C2)N=CN=C3NC4=CC(=C(C=C4)OCC5=CC(=CC=C5)F)Cl. Cell line: UO-31. Synergy scores: CSS=16.7, Synergy_ZIP=-3.65, Synergy_Bliss=-0.765, Synergy_Loewe=-5.44, Synergy_HSA=0.812. (3) Drug 1: CC(C)NC(=O)C1=CC=C(C=C1)CNNC.Cl. Drug 2: CCC1(C2=C(COC1=O)C(=O)N3CC4=CC5=C(C=CC(=C5CN(C)C)O)N=C4C3=C2)O.Cl. Cell line: PC-3. Synergy scores: CSS=-3.28, Synergy_ZIP=-7.17, Synergy_Bliss=-18.1, Synergy_Loewe=-34.9, Synergy_HSA=-21.0. (4) Drug 2: CS(=O)(=O)CCNCC1=CC=C(O1)C2=CC3=C(C=C2)N=CN=C3NC4=CC(=C(C=C4)OCC5=CC(=CC=C5)F)Cl. Cell line: HCC-2998. Drug 1: CC12CCC(CC1=CCC3C2CCC4(C3CC=C4C5=CN=CC=C5)C)O. Synergy scores: CSS=-0.511, Synergy_ZIP=1.35, Synergy_Bliss=3.54, Synergy_Loewe=-3.22, Synergy_HSA=-0.386. (5) Drug 1: C(CN)CNCCSP(=O)(O)O. Drug 2: CC12CCC3C(C1CCC2OP(=O)(O)O)CCC4=C3C=CC(=C4)OC(=O)N(CCCl)CCCl.[Na+]. Cell line: SNB-19. Synergy scores: CSS=2.36, Synergy_ZIP=4.57, Synergy_Bliss=6.23, Synergy_Loewe=-1.13, Synergy_HSA=0.650. (6) Drug 1: CC1CCC2CC(C(=CC=CC=CC(CC(C(=O)C(C(C(=CC(C(=O)CC(OC(=O)C3CCCCN3C(=O)C(=O)C1(O2)O)C(C)CC4CCC(C(C4)OC)OP(=O)(C)C)C)C)O)OC)C)C)C)OC. Drug 2: CCC1(C2=C(COC1=O)C(=O)N3CC4=CC5=C(C=CC(=C5CN(C)C)O)N=C4C3=C2)O. Cell line: SK-OV-3. Synergy scores: CSS=60.9, Synergy_ZIP=4.47, Synergy_Bliss=3.52, Synergy_Loewe=7.67, Synergy_HSA=8.97. (7) Drug 1: CCC1=CC2CC(C3=C(CN(C2)C1)C4=CC=CC=C4N3)(C5=C(C=C6C(=C5)C78CCN9C7C(C=CC9)(C(C(C8N6C)(C(=O)OC)O)OC(=O)C)CC)OC)C(=O)OC.C(C(C(=O)O)O)(C(=O)O)O. Drug 2: CC1C(C(=O)NC(C(=O)N2CCCC2C(=O)N(CC(=O)N(C(C(=O)O1)C(C)C)C)C)C(C)C)NC(=O)C3=C4C(=C(C=C3)C)OC5=C(C(=O)C(=C(C5=N4)C(=O)NC6C(OC(=O)C(N(C(=O)CN(C(=O)C7CCCN7C(=O)C(NC6=O)C(C)C)C)C)C(C)C)C)N)C. Cell line: OVCAR-4. Synergy scores: CSS=20.2, Synergy_ZIP=8.07, Synergy_Bliss=11.7, Synergy_Loewe=12.0, Synergy_HSA=11.3.